Dataset: Reaction yield outcomes from USPTO patents with 853,638 reactions. Task: Predict the reaction yield, written as a fraction of the theoretical maximum amount of product (1.0 means a 100% yield; for example, 0.34 means a 34% yield). (1) The reactants are [C:1]([C:4]1[C:8]([CH3:9])=[C:7]([C:10]2[CH:15]=[CH:14][N:13]=[CH:12][CH:11]=2)[O:6][C:5]=1[CH3:16])(=O)[CH3:2].Cl.[NH2:18][OH:19]. The catalyst is CCO.N1C=CC=CC=1. The product is [CH3:16][C:5]1[O:6][C:7]([C:10]2[CH:15]=[CH:14][N:13]=[CH:12][CH:11]=2)=[C:8]([CH3:9])[C:4]=1[C:1](=[N:18][OH:19])[CH3:2]. The yield is 0.840. (2) The reactants are [Br:1][C:2]1[CH:9]=[CH:8][C:7]([Cl:10])=[CH:6][C:3]=1[CH:4]=O.[CH3:11][C:12]([S@@:15]([NH2:17])=[O:16])([CH3:14])[CH3:13].C(=O)([O-])[O-].[Cs+].[Cs+]. The catalyst is C(Cl)Cl.[Cl-].[Na+].O. The product is [Br:1][C:2]1[CH:9]=[CH:8][C:7]([Cl:10])=[CH:6][C:3]=1[CH:4]=[N:17][S:15]([C:12]([CH3:14])([CH3:13])[CH3:11])=[O:16]. The yield is 0.950. (3) The reactants are [Cl:1][C:2]1[C:3]([O:30][C@H:31]2[CH2:36][CH2:35][C@H:34]([OH:37])[CH2:33][C@@H:32]2[C:38]2[N:42]([CH3:43])[N:41]=[CH:40][CH:39]=2)=[CH:4][C:5]([F:29])=[C:6]([S:8]([N:11](CC2C=CC(OC)=CC=2OC)[C:12]2[CH:17]=[CH:16][N:15]=[CH:14][N:13]=2)(=[O:10])=[O:9])[CH:7]=1.C([SiH](CC)CC)C.FC(F)(F)C(O)=O. The catalyst is ClCCl. The product is [Cl:1][C:2]1[C:3]([O:30][C@H:31]2[CH2:36][CH2:35][C@H:34]([OH:37])[CH2:33][C@@H:32]2[C:38]2[N:42]([CH3:43])[N:41]=[CH:40][CH:39]=2)=[CH:4][C:5]([F:29])=[C:6]([S:8]([NH:11][C:12]2[CH:17]=[CH:16][N:15]=[CH:14][N:13]=2)(=[O:10])=[O:9])[CH:7]=1. The yield is 0.830. (4) The reactants are C(=O)([O-])[O-].[K+].[K+].[CH:7]1[C:12]2=[C:13]3[N:18]([CH:19]=[C:11]2[C:10](=[O:20])[NH:9][N:8]=1)[CH2:17][CH2:16][CH2:15][CH2:14]3.Br[C:22]1[N:29]=[CH:28][CH:27]=[C:26]([Cl:30])[C:23]=1[CH:24]=[O:25].N(CC(O)=O)C. The catalyst is [Cu]Br.O1CCOCC1. The product is [Cl:30][C:26]1[C:23]([CH:24]=[O:25])=[C:22]([N:9]2[C:10](=[O:20])[C:11]3=[CH:19][N:18]4[C:13]([CH2:14][CH2:15][CH2:16][CH2:17]4)=[C:12]3[CH:7]=[N:8]2)[N:29]=[CH:28][CH:27]=1. The yield is 0.300. (5) The reactants are [N:1]([C@@H:4]1[CH2:8][N:7]([C:9]([O:11][C:12]([CH3:15])([CH3:14])[CH3:13])=[O:10])[C@H:6]([CH2:16][CH3:17])[CH2:5]1)=[N+]=[N-].[CH:18]1([S:21](Cl)(=[O:23])=[O:22])[CH2:20][CH2:19]1. The catalyst is CCO.[OH-].[OH-].[Pd+2]. The product is [CH:18]1([S:21]([NH:1][C@@H:4]2[CH2:8][N:7]([C:9]([O:11][C:12]([CH3:15])([CH3:14])[CH3:13])=[O:10])[C@H:6]([CH2:16][CH3:17])[CH2:5]2)(=[O:23])=[O:22])[CH2:20][CH2:19]1. The yield is 0.480. (6) The product is [CH3:17][C:14]1([CH3:18])[CH2:13][O:12][C:11]([CH:19]=[CH2:20])([C:9]([OH:10])=[O:8])[CH2:16][O:15]1. The catalyst is O1CCCC1.O. The reactants are C([O:8][C:9]([C:11]1([CH:19]=[CH2:20])[CH2:16][O:15][C:14]([CH3:18])([CH3:17])[CH2:13][O:12]1)=[O:10])C1C=CC=CC=1.O.[OH-].[Li+]. The yield is 0.540. (7) The reactants are [CH3:1][C:2]([CH3:17])([CH3:16])[C:3]#[C:4][C:5]1[CH:10]=[C:9]([N+:11]([O-:13])=[O:12])[CH:8]=[CH:7][C:6]=1[NH:14][CH3:15].CCCC[N+](CCCC)(CCCC)CCCC.[F-]. The catalyst is C1COCC1. The product is [C:2]([C:3]1[N:14]([CH3:15])[C:6]2[C:5]([CH:4]=1)=[CH:10][C:9]([N+:11]([O-:13])=[O:12])=[CH:8][CH:7]=2)([CH3:17])([CH3:16])[CH3:1]. The yield is 0.990. (8) The reactants are [CH2:1]([NH:3][C:4]([NH:6][C:7]1[CH:8]=[C:9]([CH:11]=[CH:12][CH:13]=1)[NH2:10])=[O:5])[CH3:2].Cl[C:15]1[N:20]=[C:19](Cl)[C:18]([F:22])=[CH:17][N:16]=1. No catalyst specified. The product is [CH2:1]([NH:3][C:4]([NH:6][C:7]1[CH:8]=[C:9]([NH:10][C:15]2[N:20]=[C:19]([NH:10][C:9]3[CH:11]=[CH:12][CH:13]=[C:7]([NH:6][C:4]([NH:3][CH2:1][CH3:2])=[O:5])[CH:8]=3)[C:18]([F:22])=[CH:17][N:16]=2)[CH:11]=[CH:12][CH:13]=1)=[O:5])[CH3:2]. The yield is 0.660.